Regression. Given two drug SMILES strings and cell line genomic features, predict the synergy score measuring deviation from expected non-interaction effect. From a dataset of NCI-60 drug combinations with 297,098 pairs across 59 cell lines. (1) Drug 1: CC1=C(C(CCC1)(C)C)C=CC(=CC=CC(=CC(=O)O)C)C. Drug 2: CC1C(C(CC(O1)OC2CC(CC3=C2C(=C4C(=C3O)C(=O)C5=C(C4=O)C(=CC=C5)OC)O)(C(=O)CO)O)N)O.Cl. Cell line: COLO 205. Synergy scores: CSS=37.4, Synergy_ZIP=0.766, Synergy_Bliss=2.22, Synergy_Loewe=-11.5, Synergy_HSA=1.46. (2) Drug 1: C1CCC(CC1)NC(=O)N(CCCl)N=O. Drug 2: CN(C)C1=NC(=NC(=N1)N(C)C)N(C)C. Cell line: DU-145. Synergy scores: CSS=5.77, Synergy_ZIP=-0.539, Synergy_Bliss=2.91, Synergy_Loewe=-1.36, Synergy_HSA=-0.913. (3) Drug 1: CC(C)(C#N)C1=CC(=CC(=C1)CN2C=NC=N2)C(C)(C)C#N. Drug 2: C(CCl)NC(=O)N(CCCl)N=O. Cell line: HOP-92. Synergy scores: CSS=15.3, Synergy_ZIP=2.48, Synergy_Bliss=7.83, Synergy_Loewe=2.43, Synergy_HSA=2.69. (4) Drug 1: CC1=CC=C(C=C1)C2=CC(=NN2C3=CC=C(C=C3)S(=O)(=O)N)C(F)(F)F. Drug 2: C1=CC=C(C(=C1)C(C2=CC=C(C=C2)Cl)C(Cl)Cl)Cl. Cell line: CCRF-CEM. Synergy scores: CSS=2.39, Synergy_ZIP=5.27, Synergy_Bliss=0.582, Synergy_Loewe=-3.51, Synergy_HSA=-1.38.